From a dataset of Catalyst prediction with 721,799 reactions and 888 catalyst types from USPTO. Predict which catalyst facilitates the given reaction. (1) Reactant: [CH2:1]([CH:3]([O:6][C:7]1[CH:12]=[C:11]([CH3:13])[N:10]=[C:9]([O:14][C:15]2[C:22]([CH3:23])=[CH:21][C:18]([CH:19]=[O:20])=[CH:17][C:16]=2[CH3:24])[C:8]=1[CH3:25])[CH2:4][CH3:5])[CH3:2].[BH4-].[Na+]. Product: [CH2:1]([CH:3]([O:6][C:7]1[CH:12]=[C:11]([CH3:13])[N:10]=[C:9]([O:14][C:15]2[C:16]([CH3:24])=[CH:17][C:18]([CH2:19][OH:20])=[CH:21][C:22]=2[CH3:23])[C:8]=1[CH3:25])[CH2:4][CH3:5])[CH3:2]. The catalyst class is: 5. (2) Reactant: B(F)(F)F.C[O+](C)C.[CH2:9]([O:16][C:17]1[CH:22]=[C:21]([O:23][CH2:24][C:25]2[CH:30]=[CH:29][CH:28]=[CH:27][CH:26]=2)[C:20]([Br:31])=[CH:19][C:18]=1[C:32]1ON=[C:34]([CH3:37])[C:33]=1[C:38]1[CH:43]=[CH:42][C:41]([O:44][CH3:45])=[CH:40][CH:39]=1)[C:10]1[CH:15]=[CH:14][CH:13]=[CH:12][CH:11]=1.Cl.[NH2:47][OH:48].C(=O)([O-])[O-].[K+].[K+]. Product: [CH2:9]([O:16][C:17]1[CH:22]=[C:21]([O:23][CH2:24][C:25]2[CH:30]=[CH:29][CH:28]=[CH:27][CH:26]=2)[C:20]([Br:31])=[CH:19][C:18]=1[C:32]1[C:33]([C:38]2[CH:39]=[CH:40][C:41]([O:44][CH3:45])=[CH:42][CH:43]=2)=[C:34]([CH3:37])[O:48][N:47]=1)[C:10]1[CH:15]=[CH:14][CH:13]=[CH:12][CH:11]=1. The catalyst class is: 98. (3) Reactant: [CH2:1]([C:3]1[CH:12]=[CH:11][CH:10]2[CH:5]([C:6](=[O:16])[C:7]([C:13]([OH:15])=[O:14])=[CH:8][O:9]2)[CH:4]=1)[CH3:2].[CH2:17]([C:19]1[CH:20]=[C:21]2[C:26](=[CH:27][CH:28]=1)[O:25][CH:24]=[C:23](C=O)[C:22]2=[O:31])[CH3:18].[OH:32]OS([O-])=O.[K+].CCOC(C)=O. Product: [CH2:1]([C:3]1[CH:12]=[CH:11][CH:10]2[CH:5]([C:6](=[O:16])[C:7]([C:13]([OH:15])=[O:14])=[CH:8][O:9]2)[CH:4]=1)[CH3:2].[CH2:17]([C:19]1[CH:28]=[CH:27][CH:26]2[CH:21]([C:22](=[O:31])[C:23]([OH:32])=[CH:24][O:25]2)[CH:20]=1)[CH3:18]. The catalyst class is: 3. (4) Reactant: Br[CH:2]1[CH2:8][NH:7][C:6]2[CH:9]=[CH:10][CH:11]=[CH:12][C:5]=2[N:4]2[C:13]([CH3:16])=[N:14][N:15]=[C:3]12.CC1(C)C(C)(C)OB([C:25]2[CH:26]=[CH:27][C:28]([NH2:31])=[N:29][CH:30]=2)O1.C([O-])([O-])=O.[Cs+].[Cs+]. Product: [CH3:16][C:13]1[N:4]2[C:5]3[CH:12]=[CH:11][C:10]([C:25]4[CH:26]=[CH:27][C:28]([NH2:31])=[N:29][CH:30]=4)=[CH:9][C:6]=3[NH:7][CH2:8][CH2:2][C:3]2=[N:15][N:14]=1. The catalyst class is: 70. (5) Reactant: [O:1]=[C:2]1[CH2:6][CH2:5][C@@H:4]([CH:7]=[CH:8][Sn:9]([CH2:18][CH2:19][CH2:20][CH3:21])([CH2:14][CH2:15][CH2:16][CH3:17])[CH2:10][CH2:11][CH2:12][CH3:13])[C@@H:3]1[CH2:22][CH2:23][CH2:24][CH2:25][CH2:26][CH2:27][C:28]([OH:30])=[O:29].[CH:31](N(C(C)C)CC)(C)C.C(Cl)CCl. Product: [CH3:31][O:29][C:28](=[O:30])[CH2:27][CH2:26][CH2:25][CH2:24][CH2:23][CH2:22][C@H:3]1[C@H:4]([CH:7]=[CH:8][Sn:9]([CH2:14][CH2:15][CH2:16][CH3:17])([CH2:10][CH2:11][CH2:12][CH3:13])[CH2:18][CH2:19][CH2:20][CH3:21])[CH2:5][CH2:6][C:2]1=[O:1]. The catalyst class is: 119. (6) Reactant: [OH:1][C:2]1[CH:9]=[CH:8][C:5]([CH:6]=O)=[C:4]([N+:10]([O-:12])=[O:11])[C:3]=1[O:13][CH3:14].[NH:15]([C:17]1[CH:22]=[CH:21][C:20]([C:23]2[C@H:24]([CH3:30])[CH2:25][C:26](=[O:29])[NH:27][N:28]=2)=[CH:19][CH:18]=1)[NH2:16]. Product: [OH:1][C:2]1[CH:9]=[CH:8][C:5]([CH:6]=[N:16][NH:15][C:17]2[CH:22]=[CH:21][C:20]([C:23]3[C@H:24]([CH3:30])[CH2:25][C:26](=[O:29])[NH:27][N:28]=3)=[CH:19][CH:18]=2)=[C:4]([N+:10]([O-:12])=[O:11])[C:3]=1[O:13][CH3:14]. The catalyst class is: 8.